This data is from Reaction yield outcomes from USPTO patents with 853,638 reactions. The task is: Predict the reaction yield, written as a fraction of the theoretical maximum amount of product (1.0 means a 100% yield; for example, 0.34 means a 34% yield). (1) The reactants are [CH3:1][C:2]1[CH:7]=[CH:6][C:5]([NH:8][S:9]([CH3:12])(=[O:11])=[O:10])=[CH:4][C:3]=1B1OC(C)(C)C(C)(C)O1.Br[CH:23]=[C:24]1[C:30]2[CH:31]=[CH:32][CH:33]=[CH:34][C:29]=2[CH2:28][CH2:27][C:26]2[CH:35]=[CH:36][CH:37]=[CH:38][C:25]1=2. No catalyst specified. The product is [CH:35]1[C:26]2[CH2:27][CH2:28][C:29]3[CH:34]=[CH:33][CH:32]=[CH:31][C:30]=3[C:24](=[CH:23][C:3]3[CH:4]=[C:5]([NH:8][S:9]([CH3:12])(=[O:10])=[O:11])[CH:6]=[CH:7][C:2]=3[CH3:1])[C:25]=2[CH:38]=[CH:37][CH:36]=1. The yield is 0.610. (2) The catalyst is C(O)(=O)C. The product is [CH2:1]([O:8][C:9]1[C:10]([O:19][CH3:20])=[CH:11][C:12]([C:13]([O:15][CH3:16])=[O:14])=[C:17]([N+:21]([O-:23])=[O:22])[CH:18]=1)[C:2]1[CH:3]=[CH:4][CH:5]=[CH:6][CH:7]=1. The reactants are [CH2:1]([O:8][C:9]1[CH:18]=[CH:17][C:12]([C:13]([O:15][CH3:16])=[O:14])=[CH:11][C:10]=1[O:19][CH3:20])[C:2]1[CH:7]=[CH:6][CH:5]=[CH:4][CH:3]=1.[N+:21]([O-])([OH:23])=[O:22]. The yield is 0.700. (3) The product is [CH2:13]([O:20][C:21]1[CH:29]=[C:28]([O:30][CH2:31][C:32]2[CH:33]=[CH:34][CH:35]=[CH:36][CH:37]=2)[C:27]([C:38]([CH3:40])=[CH2:39])=[CH:26][C:22]=1[C:23]([N:53]1[CH2:52][C:51]2[C:55](=[CH:56][CH:57]=[C:49]([CH2:48][N:45]3[CH2:46][CH2:47][N:42]([CH3:41])[CH2:43][CH2:44]3)[CH:50]=2)[CH2:54]1)=[O:24])[C:14]1[CH:15]=[CH:16][CH:17]=[CH:18][CH:19]=1. The yield is 0.770. The reactants are C(N1C=CN=C1)(N1C=CN=C1)=O.[CH2:13]([O:20][C:21]1[CH:29]=[C:28]([O:30][CH2:31][C:32]2[CH:37]=[CH:36][CH:35]=[CH:34][CH:33]=2)[C:27]([C:38]([CH3:40])=[CH2:39])=[CH:26][C:22]=1[C:23](O)=[O:24])[C:14]1[CH:19]=[CH:18][CH:17]=[CH:16][CH:15]=1.[CH3:41][N:42]1[CH2:47][CH2:46][N:45]([CH2:48][C:49]2[CH:50]=[C:51]3[C:55](=[CH:56][CH:57]=2)[CH2:54][NH:53][CH2:52]3)[CH2:44][CH2:43]1. The catalyst is CN(C=O)C. (4) The reactants are [F:1][C:2]([F:18])([F:17])[C:3]1[CH:4]=[C:5]2[C:9](=[CH:10][CH:11]=1)[NH:8][C:7]([C:12]([O:14][CH2:15][CH3:16])=[O:13])=[CH:6]2.[Br:19]N1C(=O)CCC1=O. The catalyst is C1COCC1. The product is [Br:19][C:6]1[C:5]2[C:9](=[CH:10][CH:11]=[C:3]([C:2]([F:17])([F:1])[F:18])[CH:4]=2)[NH:8][C:7]=1[C:12]([O:14][CH2:15][CH3:16])=[O:13]. The yield is 0.990. (5) The reactants are [CH2:1]=[C:2]([O:5][Si](C)(C)C)[CH:3]=[CH2:4].[CH3:10][S:11]([CH:14]=[CH2:15])(=[O:13])=[O:12]. The catalyst is C1(C)C=CC=CC=1.C(Cl)Cl. The product is [CH3:10][S:11]([CH:14]1[CH2:4][CH2:3][C:2](=[O:1])[CH2:5][CH2:15]1)(=[O:13])=[O:12]. The yield is 0.140. (6) The reactants are [CH3:1][C:2]1[CH:7]=[CH:6][C:5]([NH2:8])=[CH:4][C:3]=1[NH2:9].[F:10][C:11]([F:22])([F:21])[C:12](O[C:12](=[O:13])[C:11]([F:22])([F:21])[F:10])=[O:13]. The catalyst is N1C=CC=CC=1. The product is [CH3:1][C:2]1[CH:7]=[CH:6][C:5]([NH:8][C:12](=[O:13])[C:11]([F:22])([F:21])[F:10])=[CH:4][C:3]=1[NH:9][C:12](=[O:13])[C:11]([F:22])([F:10])[F:21]. The yield is 0.630. (7) The reactants are C[O:2][C:3](=[O:32])[C@@H:4]([N:27]1[CH:31]=[CH:30][CH:29]=[CH:28]1)[CH2:5][C:6]1[CH:11]=[CH:10][C:9]([O:12][CH2:13][CH2:14][C:15]2[N:16]=[C:17]([C:21]3[CH:26]=[CH:25][CH:24]=[CH:23][CH:22]=3)[O:18][C:19]=2[CH3:20])=[CH:8][CH:7]=1. The catalyst is C1COCC1.O.CCOC(C)=O. The product is [CH3:20][C:19]1[O:18][C:17]([C:21]2[CH:26]=[CH:25][CH:24]=[CH:23][CH:22]=2)=[N:16][C:15]=1[CH2:14][CH2:13][O:12][C:9]1[CH:10]=[CH:11][C:6]([CH2:5][C@H:4]([N:27]2[CH:31]=[CH:30][CH:29]=[CH:28]2)[C:3]([OH:32])=[O:2])=[CH:7][CH:8]=1. The yield is 0.510.